From a dataset of Catalyst prediction with 721,799 reactions and 888 catalyst types from USPTO. Predict which catalyst facilitates the given reaction. (1) Reactant: [CH2:1]([OH:21])[CH2:2][CH:3]([CH2:5][CH2:6][CH2:7][CH:8]([CH2:10][CH2:11][CH2:12][CH:13]([CH2:15][CH2:16][CH2:17][CH:18]([CH3:20])[CH3:19])[CH3:14])[CH3:9])[CH3:4].C(N(CC)CC)C.[S:29](Cl)([CH3:32])(=[O:31])=[O:30]. Product: [S:29]([O:21][CH2:1][CH2:2][CH:3]([CH2:5][CH2:6][CH2:7][CH:8]([CH2:10][CH2:11][CH2:12][CH:13]([CH2:15][CH2:16][CH2:17][CH:18]([CH3:20])[CH3:19])[CH3:14])[CH3:9])[CH3:4])(=[O:31])(=[O:30])[CH3:32]. The catalyst class is: 2. (2) Reactant: [C:1]([C:5]1[CH:6]=[CH:7][C:8]([O:35][CH3:36])=[C:9]([NH:11][C:12](=[O:34])[C:13]([C:15]2[C:24]3[C:19](=[CH:20][CH:21]=[CH:22][CH:23]=3)[C:18]([O:25][CH2:26][CH2:27][N:28]3[CH2:33][CH2:32][O:31][CH2:30][CH2:29]3)=[CH:17][CH:16]=2)=[O:14])[CH:10]=1)([CH3:4])([CH3:3])[CH3:2].CC(C)CC(=O)C.[ClH:44]. Product: [ClH:44].[C:1]([C:5]1[CH:6]=[CH:7][C:8]([O:35][CH3:36])=[C:9]([NH:11][C:12](=[O:34])[C:13]([C:15]2[C:24]3[C:19](=[CH:20][CH:21]=[CH:22][CH:23]=3)[C:18]([O:25][CH2:26][CH2:27][N:28]3[CH2:29][CH2:30][O:31][CH2:32][CH2:33]3)=[CH:17][CH:16]=2)=[O:14])[CH:10]=1)([CH3:4])([CH3:2])[CH3:3]. The catalyst class is: 6. (3) Reactant: F[C:2]1[CH:7]=[CH:6][C:5]([S:8]([C:11]2[CH:12]=[CH:13][C:14]([C:34]([F:37])([F:36])[F:35])=[C:15]([S:17]([NH:20][CH:21]3[CH2:26][CH2:25][N:24]([C:27]([O:29][C:30]([CH3:33])([CH3:32])[CH3:31])=[O:28])[CH2:23][CH2:22]3)(=[O:19])=[O:18])[CH:16]=2)(=[O:10])=[O:9])=[CH:4][CH:3]=1.[CH3:38][NH2:39]. Product: [CH3:38][NH:39][C:2]1[CH:7]=[CH:6][C:5]([S:8]([C:11]2[CH:12]=[CH:13][C:14]([C:34]([F:37])([F:35])[F:36])=[C:15]([S:17]([NH:20][CH:21]3[CH2:26][CH2:25][N:24]([C:27]([O:29][C:30]([CH3:32])([CH3:33])[CH3:31])=[O:28])[CH2:23][CH2:22]3)(=[O:19])=[O:18])[CH:16]=2)(=[O:9])=[O:10])=[CH:4][CH:3]=1. The catalyst class is: 8. (4) Reactant: [NH2:1][C:2]1[CH:10]=[C:9]([O:11][Si:12]([CH:19]([CH3:21])[CH3:20])([CH:16]([CH3:18])[CH3:17])[CH:13]([CH3:15])[CH3:14])[CH:8]=[CH:7][C:3]=1[C:4]([OH:6])=[O:5].[C:22]([O:25][C:26]([C:29](Cl)=[O:30])([CH3:28])[CH3:27])(=[O:24])[CH3:23]. Product: [C:22]([O:25][C:26]([CH3:28])([CH3:27])[C:29]([NH:1][C:2]1[CH:10]=[C:9]([O:11][Si:12]([CH:16]([CH3:18])[CH3:17])([CH:19]([CH3:21])[CH3:20])[CH:13]([CH3:14])[CH3:15])[CH:8]=[CH:7][C:3]=1[C:4]([OH:6])=[O:5])=[O:30])(=[O:24])[CH3:23]. The catalyst class is: 298. (5) Reactant: Br[CH2:2][CH2:3][CH2:4][N:5]1[C:14]2[C:9](=[CH:10][C:11]([C:15]3[C:16]4[N:17]([N:23]=[C:24]([C:26]([F:29])([F:28])[F:27])[CH:25]=4)[C:18]([O:21][CH3:22])=[CH:19][CH:20]=3)=[CH:12][CH:13]=2)[CH:8]=[CH:7][C:6]1=[O:30].[CH2:31]([NH2:33])[CH3:32]. Product: [CH2:31]([NH:33][CH2:2][CH2:3][CH2:4][N:5]1[C:14]2[C:9](=[CH:10][C:11]([C:15]3[C:16]4[N:17]([N:23]=[C:24]([C:26]([F:29])([F:28])[F:27])[CH:25]=4)[C:18]([O:21][CH3:22])=[CH:19][CH:20]=3)=[CH:12][CH:13]=2)[CH:8]=[CH:7][C:6]1=[O:30])[CH3:32]. The catalyst class is: 1. (6) Reactant: [CH3:1][C:2]1([CH3:19])[C@:4]2([C:17](=O)[N:7]3[C@@H:8]([C:11]4[CH:16]=[CH:15][CH:14]=[CH:13][CH:12]=4)[O:9][CH2:10][C@@H:6]3[CH2:5]2)[CH2:3]1.[H-].[H-].[H-].[H-].[Li+].[Al+3]. Product: [CH2:8]([N:7]1[C@H:6]([CH2:10][OH:9])[CH2:5][C@@:4]2([C:2]([CH3:19])([CH3:1])[CH2:3]2)[CH2:17]1)[C:11]1[CH:12]=[CH:13][CH:14]=[CH:15][CH:16]=1. The catalyst class is: 1.